Regression. Given a peptide amino acid sequence and an MHC pseudo amino acid sequence, predict their binding affinity value. This is MHC class I binding data. From a dataset of Peptide-MHC class I binding affinity with 185,985 pairs from IEDB/IMGT. (1) The peptide sequence is PAASAIFDV. The MHC is HLA-B18:01 with pseudo-sequence HLA-B18:01. The binding affinity (normalized) is 0.0847. (2) The peptide sequence is RQAELSKAY. The MHC is HLA-B15:09 with pseudo-sequence HLA-B15:09. The binding affinity (normalized) is 0.0847. (3) The peptide sequence is NSDYMMWVG. The MHC is HLA-B08:01 with pseudo-sequence HLA-B08:01. The binding affinity (normalized) is 0.0847. (4) The peptide sequence is YLLFASMGFK. The MHC is H-2-Db with pseudo-sequence H-2-Db. The binding affinity (normalized) is 0.0386. (5) The peptide sequence is KAVRLIKFLY. The MHC is HLA-B53:01 with pseudo-sequence HLA-B53:01. The binding affinity (normalized) is 0.